Dataset: Experimentally validated miRNA-target interactions with 360,000+ pairs, plus equal number of negative samples. Task: Binary Classification. Given a miRNA mature sequence and a target amino acid sequence, predict their likelihood of interaction. The miRNA is hsa-miR-19b-3p with sequence UGUGCAAAUCCAUGCAAAACUGA. The protein sequence of the target gene is MAENHAQNKAKLISETRRRFEAEYVTDKSDKYDARDVERLQQDDNWVESYLSWRHNIVDETLKMLDESFQWRKEISVNDLNESSIPRWLLEIGVIYLHGYDKEGNKLFWIRVKYHVKDQKTILDKKKLIAFWLERYAKRENGKPVTVMFDLSETGINSIDMDFVRFIINCFKVYYPKYLSKIVIFDMPWLMNAAFKIVKTWLGPEAVSLLKFTSKNEVQDYVSVEYLPPHMGGTDPFKYSYPPLVDDDFQTPLCENGPITSEDETSSKEDIESDGKETLETISNEEQTPLLKKINPTEST.... Result: 1 (interaction).